Dataset: Forward reaction prediction with 1.9M reactions from USPTO patents (1976-2016). Task: Predict the product of the given reaction. (1) Given the reactants [CH:1]1[C:14]2[C:13](=[CH:15][C:16](O)=[O:17])[C:12]3[C:7](=[CH:8][CH:9]=[CH:10][CH:11]=3)[S:6][C:5]=2[CH:4]=[CH:3][CH:2]=1.Cl.C(N=C=NCCCN(C)C)C.OC1C2N=NNC=2C=CC=1.C(N(CC)CC)C.Cl.[CH3:49][O:50][C:51](=[O:58])[CH2:52][CH2:53][CH2:54][CH2:55][CH2:56][NH2:57], predict the reaction product. The product is: [CH3:49][O:50][C:51](=[O:58])[CH2:52][CH2:53][CH2:54][CH2:55][CH2:56][NH:57][C:16](=[O:17])[CH:15]=[C:13]1[C:14]2[CH:1]=[CH:2][CH:3]=[CH:4][C:5]=2[S:6][C:7]2[C:12]1=[CH:11][CH:10]=[CH:9][CH:8]=2. (2) Given the reactants [Br:1][C:2]1[CH:7]=[CH:6][C:5]([NH2:8])=[C:4]([F:9])[CH:3]=1.N1C=CC=CC=1.[C:16](Cl)(=[O:18])[CH3:17], predict the reaction product. The product is: [Br:1][C:2]1[CH:7]=[CH:6][C:5]([NH:8][C:16](=[O:18])[CH3:17])=[C:4]([F:9])[CH:3]=1.